This data is from Forward reaction prediction with 1.9M reactions from USPTO patents (1976-2016). The task is: Predict the product of the given reaction. (1) Given the reactants [H-].[Al+3].[Li+].[H-].[H-].[H-].[Cl:7][C:8]1[CH:9]=[CH:10][C:11]([S:16][CH2:17][CH3:18])=[C:12]([CH:15]=1)[C:13]#[N:14].O, predict the reaction product. The product is: [Cl:7][C:8]1[CH:9]=[CH:10][C:11]([S:16][CH2:17][CH3:18])=[C:12]([CH:15]=1)[CH2:13][NH2:14]. (2) Given the reactants Cl[C:2]1[CH:7]=[C:6]([O:8][C:9]2[C:10]([CH3:18])=[N:11][C:12]([N+:15]([O-:17])=[O:16])=[CH:13][CH:14]=2)[CH:5]=[CH:4][N:3]=1.[C:19]([NH2:24])(=[O:23])[CH:20]([CH3:22])[CH3:21].C([O-])([O-])=O.[Cs+].[Cs+], predict the reaction product. The product is: [CH3:18][C:10]1[C:9]([O:8][C:6]2[CH:5]=[CH:4][N:3]=[C:2]([NH:24][C:19](=[O:23])[CH:20]([CH3:22])[CH3:21])[CH:7]=2)=[CH:14][CH:13]=[C:12]([N+:15]([O-:17])=[O:16])[N:11]=1. (3) Given the reactants [CH2:1]([N:3]([CH2:8][CH3:9])[CH2:4][C:5]([OH:7])=[O:6])[CH3:2].[OH:10][CH2:11][CH2:12][N:13]1[C:18](=[O:19])[CH2:17][CH2:16][CH:15]([N:20]2[C:28](=[O:29])[C:27]3[C:22](=[CH:23][CH:24]=[CH:25][CH:26]=3)[C:21]2=[O:30])[C:14]1=[O:31].[ClH:32].CO, predict the reaction product. The product is: [ClH:32].[CH2:1]([N:3]([CH2:8][CH3:9])[CH2:4][C:5]([OH:7])=[O:6])[CH3:2].[OH:10][CH2:11][CH2:12][N:13]1[C:18](=[O:19])[CH2:17][CH2:16][CH:15]([N:20]2[C:21](=[O:30])[C:22]3[C:27](=[CH:26][CH:25]=[CH:24][CH:23]=3)[C:28]2=[O:29])[C:14]1=[O:31]. (4) Given the reactants [NH:1]([C:9]([O:11][C:12]([CH3:15])([CH3:14])[CH3:13])=[O:10])[C@H:2]([C:5]([O:7][CH3:8])=[O:6])[CH2:3]I.[P:16]([O:23]CC)([O:20][CH2:21][CH3:22])[O:17][CH2:18][CH3:19], predict the reaction product. The product is: [CH3:8][O:7][C:5](=[O:6])[C@@H:2]([NH:1][C:9]([O:11][C:12]([CH3:15])([CH3:14])[CH3:13])=[O:10])[CH2:3][P:16]([O:20][CH2:21][CH3:22])([O:17][CH2:18][CH3:19])=[O:23]. (5) Given the reactants [NH2:1][CH:2]([C:11]1[C:16]([O:17][CH3:18])=[CH:15][CH:14]=[CH:13][C:12]=1[O:19][CH3:20])[CH2:3][CH:4]([CH3:10])[C:5]([O:7]CC)=O.[F:21][C:22]1[CH:23]=[C:24]([CH:27]=[CH:28][C:29]=1[O:30][C:31]([F:34])([F:33])[F:32])[CH:25]=O, predict the reaction product. The product is: [CH3:18][O:17][C:16]1[CH:15]=[CH:14][CH:13]=[C:12]([O:19][CH3:20])[C:11]=1[CH:2]1[N:1]([CH2:25][C:24]2[CH:27]=[CH:28][C:29]([O:30][C:31]([F:32])([F:33])[F:34])=[C:22]([F:21])[CH:23]=2)[C:5](=[O:7])[CH:4]([CH3:10])[CH2:3]1. (6) Given the reactants [C:1]([C:3]1[CH:4]=[C:5]([N:9]2[C:13]([C:14]([O:16][CH2:17][CH3:18])=[O:15])=[CH:12][C:11]([C:19]([F:22])([F:21])[F:20])=[N:10]2)[CH:6]=[CH:7][CH:8]=1)#[N:2].Cl.[H][H], predict the reaction product. The product is: [NH2:2][CH2:1][C:3]1[CH:4]=[C:5]([N:9]2[C:13]([C:14]([O:16][CH2:17][CH3:18])=[O:15])=[CH:12][C:11]([C:19]([F:21])([F:22])[F:20])=[N:10]2)[CH:6]=[CH:7][CH:8]=1. (7) Given the reactants [CH3:1][C:2]1([C:7]2[O:11][C:10]([CH2:12][N:13]3[CH:17]=[CH:16][C:15]([NH2:18])=[N:14]3)=[CH:9][CH:8]=2)[O:6]CCO1.[CH3:19][O:20][C:21]1[CH:26]=[CH:25][C:24]([C:27]2[O:31][CH:30]=[N:29][C:28]=2[C:32](O)=[O:33])=[CH:23][CH:22]=1, predict the reaction product. The product is: [C:2]([C:7]1[O:11][C:10]([CH2:12][N:13]2[CH:17]=[CH:16][C:15]([NH:18][C:32]([C:28]3[N:29]=[CH:30][O:31][C:27]=3[C:24]3[CH:25]=[CH:26][C:21]([O:20][CH3:19])=[CH:22][CH:23]=3)=[O:33])=[N:14]2)=[CH:9][CH:8]=1)(=[O:6])[CH3:1].